This data is from Catalyst prediction with 721,799 reactions and 888 catalyst types from USPTO. The task is: Predict which catalyst facilitates the given reaction. (1) Reactant: C(=O)(O)[O-].[Na+].Cl.[NH2:7][CH2:8][CH2:9][O:10][C:11]1[CH:16]=[CH:15][C:14]([CH2:17][C:18]([OH:20])=[O:19])=[CH:13][C:12]=1[O:21][CH3:22].[C:23](O[C:23]([O:25][C:26]([CH3:29])([CH3:28])[CH3:27])=[O:24])([O:25][C:26]([CH3:29])([CH3:28])[CH3:27])=[O:24].Cl. Product: [C:26]([O:25][C:23]([NH:7][CH2:8][CH2:9][O:10][C:11]1[CH:16]=[CH:15][C:14]([CH2:17][C:18]([OH:20])=[O:19])=[CH:13][C:12]=1[O:21][CH3:22])=[O:24])([CH3:29])([CH3:28])[CH3:27]. The catalyst class is: 22. (2) Reactant: [CH3:1][C:2]1[C:3](=[O:27])[C:4]2[C:9]([C:10](=[O:26])[C:11]=1[CH:12]([C:14](=[O:25])[C@H:15]([CH3:24])[NH:16]C(OC(C)(C)C)=O)[NH2:13])=[CH:8][CH:7]=[CH:6][CH:5]=2.C(Cl)Cl.C(O)(C(F)(F)F)=O.Cl. Product: [CH3:1][C:2]1[C:3](=[O:27])[C:4]2[C:9]([C:10](=[O:26])[C:11]=1[CH:12]([C:14](=[O:25])[C@H:15]([CH3:24])[NH2:16])[NH2:13])=[CH:8][CH:7]=[CH:6][CH:5]=2. The catalyst class is: 28. (3) Reactant: [Br:1][C:2]1[C:6]2[CH:7]=[C:8]([C:11]([O:13][CH3:14])=[O:12])[CH:9]=[CH:10][C:5]=2[S:4][C:3]=1[CH:15]=O.OCl.[NH4+:19].C([O-])=O.[Na+].C(O)=O. Product: [Br:1][C:2]1[C:6]2[CH:7]=[C:8]([C:11]([O:13][CH3:14])=[O:12])[CH:9]=[CH:10][C:5]=2[S:4][C:3]=1[C:15]#[N:19]. The catalyst class is: 6. (4) Reactant: [NH:1]1[CH2:8][CH2:7][CH2:6][CH:2]1[C:3]([OH:5])=[O:4].[OH-].[Na+].[CH3:11][C:12]([O:15][C:16](O[C:16]([O:15][C:12]([CH3:14])([CH3:13])[CH3:11])=[O:17])=[O:17])([CH3:14])[CH3:13]. Product: [C:12]([O:15][C:16]([N:1]1[CH2:8][CH2:7][CH2:6][CH:2]1[C:3]([OH:5])=[O:4])=[O:17])([CH3:14])([CH3:13])[CH3:11]. The catalyst class is: 20. (5) Reactant: [F:1][CH:2]([F:23])[O:3][C:4]1[CH:9]=[CH:8][C:7]([C@H:10]([NH:16][S@](C(C)(C)C)=O)[CH2:11][C:12]([O:14][CH3:15])=[O:13])=[CH:6][CH:5]=1.[ClH:24].O1CCOCC1. Product: [ClH:24].[NH2:16][C@@H:10]([C:7]1[CH:8]=[CH:9][C:4]([O:3][CH:2]([F:1])[F:23])=[CH:5][CH:6]=1)[CH2:11][C:12]([O:14][CH3:15])=[O:13]. The catalyst class is: 100. (6) Reactant: C(OC([NH:8][CH2:9][C:10]([NH:12][C@H:13]([C:23]([O:25][CH2:26][CH3:27])=[O:24])[CH2:14][C:15]1[C:16]([O:21][CH3:22])=[N:17][CH:18]=[CH:19][CH:20]=1)=[O:11])=O)(C)(C)C.FC(F)(F)C(O)=O. Product: [NH2:8][CH2:9][C:10]([NH:12][C@H:13]([C:23]([O:25][CH2:26][CH3:27])=[O:24])[CH2:14][C:15]1[C:16]([O:21][CH3:22])=[N:17][CH:18]=[CH:19][CH:20]=1)=[O:11]. The catalyst class is: 2. (7) Reactant: [CH3:1][O:2][C:3]1[C:8]([CH2:9][C:10]2[S:14][C:13]([NH2:15])=[N:12][CH:11]=2)=[CH:7][CH:6]=[CH:5][N:4]=1.[C:16]1([CH:22]([CH2:26][CH3:27])[C:23](O)=[O:24])[CH:21]=[CH:20][CH:19]=[CH:18][CH:17]=1.C(N(CC)CC)C.F[P-](F)(F)(F)(F)F.N1(OC(N(C)C)=[N+](C)C)C2N=CC=CC=2N=N1. Product: [CH3:1][O:2][C:3]1[C:8]([CH2:9][C:10]2[S:14][C:13]([NH:15][C:23](=[O:24])[CH:22]([C:16]3[CH:21]=[CH:20][CH:19]=[CH:18][CH:17]=3)[CH2:26][CH3:27])=[N:12][CH:11]=2)=[CH:7][CH:6]=[CH:5][N:4]=1. The catalyst class is: 10. (8) Reactant: [C:1]([C:3]1([C:9]([O:11][CH2:12][CH3:13])=[O:10])[CH2:8][CH2:7][CH2:6][CH2:5][CH2:4]1)#[N:2]. Product: [C:9]([NH:2][CH2:1][C:3]1([C:9]([O:11][CH2:12][CH3:13])=[O:10])[CH2:8][CH2:7][CH2:6][CH2:5][CH2:4]1)(=[O:10])[C:3]1[CH:8]=[CH:7][CH:6]=[CH:5][CH:4]=1. The catalyst class is: 171. (9) Reactant: C[Si](C)(C)N[Si](C)(C)C.C(OC(=O)C[C:15]1[C:24]2[C:19](=[CH:20][CH:21]=[CH:22][CH:23]=2)[CH:18]=[C:17]([Cl:25])[N:16]=1)C.[Li]CCCC.C1(P(C2CCCCC2)C2C=CC=CC=2C2C=CC=CC=2N(C)C)CCCCC1.[C:60]([O:64][C:65](=[O:67])[CH3:66])([CH3:63])([CH3:62])[CH3:61].ClC1C2C(=CC=CC=2)C=C(Cl)N=1. Product: [C:60]([O:64][C:65](=[O:67])[CH2:66][C:15]1[C:24]2[C:19](=[CH:20][CH:21]=[CH:22][CH:23]=2)[CH:18]=[C:17]([Cl:25])[N:16]=1)([CH3:63])([CH3:62])[CH3:61]. The catalyst class is: 101.